Dataset: Reaction yield outcomes from USPTO patents with 853,638 reactions. Task: Predict the reaction yield, written as a fraction of the theoretical maximum amount of product (1.0 means a 100% yield; for example, 0.34 means a 34% yield). (1) The catalyst is CN(C)C=O. The reactants are [N-:1]=[N+:2]=[N-:3].[Na+].[C:5]([NH:8][C@H:9]1[C@H:14](OS(C2C=CC(C)=CC=2)(=O)=O)[CH2:13][C:12]([C:26]([O:28][CH2:29][CH3:30])=[O:27])=[CH:11][C@H:10]1[O:31][CH:32]([CH2:35][CH3:36])[CH2:33][CH3:34])(=[O:7])[CH3:6]. The yield is 0.740. The product is [C:5]([NH:8][C@@H:9]1[C@@H:14]([N:1]=[N+:2]=[N-:3])[CH2:13][C:12]([C:26]([O:28][CH2:29][CH3:30])=[O:27])=[CH:11][C@H:10]1[O:31][CH:32]([CH2:35][CH3:36])[CH2:33][CH3:34])(=[O:7])[CH3:6]. (2) The reactants are [Cl:1][C:2]1[CH:3]=[C:4]([C:10]2[CH:14]=[CH:13][N:12]([CH2:15][C@@H:16]([NH:18][C:19]([C:21]3[N:22]=[C:23]([CH:26]([OH:28])[CH3:27])[S:24][CH:25]=3)=[O:20])[CH3:17])[N:11]=2)[CH:5]=[CH:6][C:7]=1[C:8]#[N:9].[C:29](OC(=O)C)(=[O:31])[CH3:30]. The catalyst is CN(C)C1C=CN=CC=1.N1C=CC=CC=1. The product is [C:29]([O:28][CH:26]([C:23]1[S:24][CH:25]=[C:21]([C:19](=[O:20])[NH:18][C@@H:16]([CH3:17])[CH2:15][N:12]2[CH:13]=[CH:14][C:10]([C:4]3[CH:5]=[CH:6][C:7]([C:8]#[N:9])=[C:2]([Cl:1])[CH:3]=3)=[N:11]2)[N:22]=1)[CH3:27])(=[O:31])[CH3:30]. The yield is 0.241. (3) The reactants are [N:1]12[CH2:8][CH2:7][C:4]([C:9]([C:17]3[CH:22]=[CH:21][CH:20]=[CH:19][CH:18]=3)([C:11]3[CH:16]=[CH:15][CH:14]=[CH:13][CH:12]=3)[OH:10])([CH2:5][CH2:6]1)[CH2:3][CH2:2]2.[Br:23][CH2:24][CH2:25][CH2:26][C:27]([O:29][CH2:30][CH3:31])=[O:28]. The catalyst is CC#N. The product is [Br-:23].[CH2:30]([O:29][C:27](=[O:28])[CH2:26][CH2:25][CH2:24][N+:1]12[CH2:6][CH2:5][C:4]([C:9]([OH:10])([C:17]3[CH:22]=[CH:21][CH:20]=[CH:19][CH:18]=3)[C:11]3[CH:12]=[CH:13][CH:14]=[CH:15][CH:16]=3)([CH2:3][CH2:2]1)[CH2:7][CH2:8]2)[CH3:31]. The yield is 0.579. (4) The product is [C:8]([C:4]1[CH:3]=[C:2]([NH:1][C:13](=[O:14])[C:12]([F:18])([F:17])[F:11])[CH:7]=[CH:6][CH:5]=1)(=[O:10])[CH3:9]. The reactants are [NH2:1][C:2]1[CH:3]=[C:4]([C:8](=[O:10])[CH3:9])[CH:5]=[CH:6][CH:7]=1.[F:11][C:12]([F:18])([F:17])[C:13](OC)=[O:14].O. The yield is 0.850. The catalyst is CO. (5) The reactants are [NH2:1][C:2]1[CH:3]=[N:4][CH:5]=[CH:6][C:7]=1[Cl:8].[CH3:9][C:10]1[C:11]([C:19]2[S:23][C:22]([C:24](Cl)=[O:25])=[CH:21][CH:20]=2)=[N:12][O:13][C:14]=1[C:15]([F:18])([F:17])[F:16]. The catalyst is C1COCC1. The product is [Cl:8][C:7]1[CH:6]=[CH:5][N:4]=[CH:3][C:2]=1[NH:1][C:24]([C:22]1[S:23][C:19]([C:11]2[C:10]([CH3:9])=[C:14]([C:15]([F:17])([F:18])[F:16])[O:13][N:12]=2)=[CH:20][CH:21]=1)=[O:25]. The yield is 0.160. (6) The reactants are Cl[C:2]1[CH:7]=[C:6]([C:8]2[CH:13]=[CH:12][C:11]([C:14]([F:17])([F:16])[F:15])=[C:10]([Cl:18])[CH:9]=2)[N:5]=[CH:4][N:3]=1.[NH2:19][CH2:20][C@H:21]([NH:29][S@@:30]([C:32]([CH3:35])([CH3:34])[CH3:33])=[O:31])[C:22]1[CH:27]=[CH:26][C:25]([F:28])=[CH:24][CH:23]=1.CCN(C(C)C)C(C)C. The catalyst is CN(C=O)C.CCOC(C)=O. The product is [Cl:18][C:10]1[CH:9]=[C:8]([C:6]2[N:5]=[CH:4][N:3]=[C:2]([NH:19][CH2:20][C@H:21]([NH:29][S@@:30]([C:32]([CH3:35])([CH3:34])[CH3:33])=[O:31])[C:22]3[CH:23]=[CH:24][C:25]([F:28])=[CH:26][CH:27]=3)[CH:7]=2)[CH:13]=[CH:12][C:11]=1[C:14]([F:17])([F:16])[F:15]. The yield is 0.500. (7) The reactants are [Cl:1][C:2]1[CH:7]=[CH:6][C:5]([C:8]2[O:9][C:10]3[CH:21]=[CH:20][C:19]([O:22][CH:23]([CH3:25])[CH3:24])=[CH:18][C:11]=3[C:12]=2[C:13]([O:15][CH2:16][CH3:17])=[O:14])=[CH:4][CH:3]=1.[N+:26]([O-])([OH:28])=[O:27]. The catalyst is C(Cl)(Cl)Cl.O. The product is [Cl:1][C:2]1[CH:7]=[CH:6][C:5]([C:8]2[O:9][C:10]3[CH:21]=[C:20]([N+:26]([O-:28])=[O:27])[C:19]([O:22][CH:23]([CH3:24])[CH3:25])=[CH:18][C:11]=3[C:12]=2[C:13]([O:15][CH2:16][CH3:17])=[O:14])=[CH:4][CH:3]=1. The yield is 0.320.